From a dataset of Human Reference Interactome with 51,813 positive PPI pairs across 8,248 proteins, plus equal number of experimentally-validated negative pairs. Binary Classification. Given two protein amino acid sequences, predict whether they physically interact or not. (1) Protein 1 (ENSG00000176774) has sequence MPRGQKSKLRAREKRHQARCENQDLGATQATVAEGESPSPAYLLFGDRPQNLPAAETPSIPEALQGAPSTTNAIAPVSCSSNEGASSQDEKSLGSSREAEGWKEDPLNKKVVSLVHFLLQKYETKEPITKGDMIKFVIRKDKCHFNEILKRASEHMELALGVDLKEVDPIRHYYAFFSKLDLTYDETTSDEEKIPKTGLLMIALGVIFLNGNRAPEEAVWEIMNMMGVYADRKHFLYGDPRKVMTKDLVQLKYLEYQQVPNSDPPRYEFLWGPRAHAETSKMKVLEFVAKIHDTVPSAFP.... Protein 2 (ENSG00000127774) has sequence MAAVVAKREGPPFISEAAVRGNAAVLDYCRTSVSALSGATAGILGLTGLYGFIFYLLASVLLSLLLILKAGRRWNKYFKSRRPLFTGGLIGGLFTYVLFWTFLYGMVHVY*. Result: 0 (the proteins do not interact). (2) Protein 1 (ENSG00000205835) has sequence MNTILPCQDQYFVGGQSYNCPYSTTTSESSVDVSTETWVSFWAAGLLDNRELQQAPQAQESFSDSNFPLPDLCSWEEAQLSSQLYRNKQLQDTLVQKEEELARLHEENNHLRQYLNSALVKCLEEKAKKLLSSDEFSKAYGKFRKGKRKSKEQRYSPAEIPHPKNAKRNLSSEFANCEEQAGPPVDPWVLQTLGLKDLDTIDDTSSANYSALASHPRRVASTFSQFPDDAVDYKNIPREDMPIDYRGDRTTPLHSTATHGEDFHILSQLSNPPVGLKTLPYYTAHVSPNKTEMAFSTSLS.... Protein 2 (ENSG00000099622) has sequence MASDEGKLFVGGLSFDTNEQSLEQVFSKYGQISEVVVVKDRETQRSRGFGFVTFENIDDAKDAMMAMNGKSVDGRQIRVDQAGKSSDNRSRGYRGGSAGGRGFFRGGRGRGRGFSRGGGDRGYGGNRFESRSGGYGGSRDYYSSRSQSGGYSDRSSGGSYRDSYDSYATHNE*MASDEGKLFVGGLSFDTNEQSLEQVFSKYGQISEVVVVKDRETQRSRGFGFVTFENIDDAKDAMMAMNGKSVDGRQIRVDQAGGGDRGYGGNRFESRSGGYGGSRDYYSSRSQSGGYSDRSSGGSYR.... Result: 0 (the proteins do not interact). (3) Protein 2 (ENSG00000111490) has sequence MDVLPTGGGRPGLRTELEFRGGGGEARLESQEEETIPAAPPAPRLRGAAERPRRSRDTWDGDEDTEPGEACGGRTSRTASLVSGLLNELYSCTEEEEAAGGGRGAEGRRRRRDSLDSSTEASGSDVVLGGRSGAGDSRVLQELQERPSQRHQMLYLRQKDANELKTILRELKYRIGIQSAKLLRHLKQKDRLLHKVQRNCDIVTACLQAVSQKRRVDTKLKFTLEPSLGQNGFQQWYDALKAVARLSTGIPKEWRRKVWLTLADHYLHSIAIDWDKTMRFTFNERSNPDDDSMGIQIVKD.... Result: 0 (the proteins do not interact). Protein 1 (ENSG00000070010) has sequence MFSFNMFDHPIPRVFQNRFSTQYRCFSVSMLAGPNDRSDVEKGGKIIMPPSALDQLSRLNITYPMLFKLTNKNSDRMTHCGVLEFVADEGICYLPHWMMQNLLLEEGGLVQVESVNLQVATYSKFQPQSPDFLDITNPKAVLENALRNFACLTTGDVIAINYNEKIYELRVMETKPDKAVSIIECDMNVDFDAPLGYKEPERQVQHEESTEGEADHSGYAGELGFRAFSGSGNRLDGKKKGVEPSPSPIKPGDIKRGIPNYEFKLGKITFIRNSRPLVKKVEEDEAGGRFVAFSGEGQSL.... (4) Protein 1 (ENSG00000152977) has sequence MLLDAGPQYPAIGVTTFGASRHHSAGDVAERDVGLGINPFADGMGAFKLNPSSHELASAGQTAFTSQAPGYAAAAALGHHHHPGHVGSYSSAAFNSTRDFLFRNRGFGDAAAAASAQHSLFAASAGGFGGPHGHTDAAGHLLFPGLHEQAAGHASPNVVNGQMRLGFSGDMYPRPEQYGQVTSPRSEHYAAPQLHGYGPMNVNMAAHHGAGAFFRYMRQPIKQELICKWIEPEQLANPKKSCNKTFSTMHELVTHVTVEHVGGPEQSNHICFWEECPREGKPFKAKYKLVNHIRVHTGEK.... Protein 2 (ENSG00000184724) has sequence MCGSYYGNYYGTPGYGFCGYGGLGYGYGGLGCGYGSCCGCGFRRLGCGYGYGSRSLCGYGYGCGSGSGYYY*. Result: 1 (the proteins interact). (5) Protein 1 (ENSG00000188372) has sequence MVMVSKDLFGTGKLIRAADLTLGPEACEPLVSMDTEDVVRFEVGLHECGNSMQVTDDALVYSTFLLHDPRPVGNLSIVRTNRAEIPIECRYPRQGNVSSQAILPTWLPFRTTVFSEEKLTFSLRLMEENWNAEKRSPTFHLGDAAHLQAEIHTGSHVPLRLFVDHCVATPTPDQNASPYHTIVDFHGCLVDGLTDASSAFKVPRPGPDTLQFTVDVFHFANDSRNMIYITCHLKVTLAEQDPDELNKACSFSKPSNSWFPVEGSADICQCCNKGDCGTPSHSRRQPHVMSQWSRSASRNR.... Protein 2 (ENSG00000168955) has sequence MTCCEGWTSCNGFSLLVLLLLGVVLNAIPLIVSLVEEDQFSQNPISCFEWWFPGIIGAGLMAIPATTMSLTARKRACCNNRTGMFLSSLFSVITVIGALYCMLISIQALLKGPLMCNSPSNSNANCEFSLKNISDIHPESFNLQWFFNDSCAPPTGFNKPTSNDTMASGWRASSFHFDSEENKHRLIHFSVFLGLLLVGILEVLFGLSQIVIGFLGCLCGVSKRRSQIV*MTCCEGWTSCNGFS. Result: 0 (the proteins do not interact). (6) Protein 1 (ENSG00000137185) has sequence MNTNSKEVLSLGVQVPEAWEELLTMKVEAKSHLQWQESRLKRSNPLAREIFRRHFRQLCYQETPGPREALTRLQELCYQWLRPHVSTKEQILDLLVLEQFLSILPKELQGWVREHCPESGEEAVILLEDLERELDEPQHEMVAHRHRQEVLCKEMVPLAEQTPLTLQSQPKEPQLTCDSAQKCHSIGETDEVTKTEDRELVLRKDCPKIVEPHGKMFNEQTWEVSQQDPSHGEVGEHKDRIERQWGNLLGEGQHKCDECGKSFTQSSGLIRHQRIHTGERPYECNECGKAFSRSSGLFNH.... Protein 2 (ENSG00000152193) has sequence MAQTVQNVTLSLTLPITCHICLGKVRQPVICINNHVFCSICIDLWLKNNSQCPACRVPITPENPCKEIIGGTSESEPMLSHTVRKHLRKTRLELLHKEYEDEIDCLQKEVEELKSKNLSLESQIKTILDPLTLVQGNQNEDKHLVTDNPSKINPETVAEWKKKLRTANEIYEKVKDDVDKLKEANKKLKLENGGLVRENLRLKAEVDNRSPQKFGRFAVAALQSKVEQYERETNRLKKALERSDKYIEELESQVAQLKNSSEEKEAMNSICQTALSADGKGSKGSEEDVVSKNQGDSARK.... Result: 0 (the proteins do not interact). (7) Protein 1 (ENSG00000133561) has sequence MEEEEYEQIPQENPPEELSQDPVLELSGGLREKEQKTPRRLRLILMGKTGSGKSATGNSILGRDVFESKLSTRPVTKTSQRRSREWAGKELEVIDTPNILSPQVSPEVADAICQAIVLSAPGPHAVLLVTQLGRFTDEDQQVVRRLQEVFGVGVLGHTILVFTRKEDLAGGSLEDYVRETNNQALAWLDVTLARRHCGFNNRAQGEEQEAQLRELMEKVEAIMWENEGDYYSNKAYQYTQQNFRLKELQERQVSQGQGSEDVPGEESWLEGLSQIQKESEEAHRCLLGKADL*MEEEEYE.... Protein 2 (ENSG00000100650) has sequence MSGCRVFIGRLNPAAREKDVERFFKGYGRIRDIDLKRGFGFVEFEDPRDADDAVYELDGKELCSERVTIEHARARSRGGRGRGRYSDRFSSRRPRNDRRNAPPVRTENRLIVENLSSRVSWQDLKDFMRQAGEVTFADAHRPKLNEGVVEFASYGDLKNAIEKLSGKEINGRKIKLIEGSKRHSRSRSRSRSRTRSSSRSRSRSRSRSRKSYSRSRSRSRSRSRSKSRSVSRSPVPEKSQKRGSSSRSKSPASVDRQRSRSRSRSRSVDSGN*MSGCRVFIGRLNPAAREKDVERFFKGY.... Result: 0 (the proteins do not interact). (8) Protein 2 (ENSG00000068976) has sequence MSRPLSDQEKRKQISVRGLAGVENVTELKKNFNRHLHFTLVKDRNVATPRDYYFALAHTVRDHLVGRWIRTQQHYYEKDPKRIYYLSLEFYMGRTLQNTMVNLALENACDEATYQLGLDMEELEEIEEDAGLGNGGLGRLAACFLDSMATLGLAAYGYGIRYEFGIFNQKISGGWQMEEADDWLRYGNPWEKARPEFTLPVHFYGHVEHTSQGAKWVDTQVVLAMPYDTPVPGYRNNVVNTMRLWSAKAPNDFNLKDFNVGGYIQAVLDRNLAENISRVLYPNDNFFEGKELRLKQEYFV.... Result: 0 (the proteins do not interact). Protein 1 (ENSG00000100764) has sequence MGQSQSGGHGPGGGKKDDKDKKKKYEPPVPTRVGKKKKKTKGPDAASKLPLVTPHTQCRLKLLKLERIKDYLLMEEEFIRNQEQMKPLEEKQEEERSKVDDLRGTPMSVGTLEEIIDDNHAIVSTSVGSEHYVSILSFVDKDLLEPGCSVLLNHKVHAVIGVLMDDTDPLVTVMKVEKAPQETYADIGGLDNQIQEIKESVELPLTHPEYYEEMGIKPPKGVILYGPPGTGKTLLAKAVANQTSATFLRVVGSELIQKYLGDGPKLVRELFRVAEEHAPSIVFIDEIDAIGTKRYDSNSG.... (9) Protein 1 (ENSG00000171885) has sequence MSDRPTARRWGKCGPLCTRENIMVAFKGVWTQAFWKAVTAEFLAMLIFVLLSLGSTINWGGTEKPLPVDMVLISLCFGLSIATMVQCFGHISGGHINPAVTVAMVCTRKISIAKSVFYIAAQCLGAIIGAGILYLVTPPSVVGGLGVTMVHGNLTAGHGLLVELIITFQLVFTIFASCDSKRTDVTGSIALAIGFSVAIGHLFAINYTGASMNPARSFGPAVIMGNWENHWIYWVGPIIGAVLAGGLYEYVFCPDVEFKRRFKEAFSKAAQQTKGSYMEVEDNRSQVETDDLILKPGVVH.... Protein 2 (ENSG00000166224) has sequence ILEVYSTKAKNYVNGHCTKYEPWQLIAWSVVWTLLIVWGYEFVFQPESLWSRFKKKCFKLTRKMPIIGRKIQDKLNKTKDDISKNMSFLKVDKEYVKALPSQGLSSSAVLEKLKEYSSMDAFWQEGRASGTVYSGEEKLTELLVKAYGDFAWSNPLHPDIFPGLRKIEAEIVRIACSLFNGGPDSCGCEALFLFCFSNMLAP*MPSTDLLMLKAFEPYLEILEVYSTKAKNYVNGHCTKYEPWQLIAWSVVWTLLIVWGYEFVFQPESLWSRFKKKCFKLTRKMPIIGRKIQDKLNKTKD.... Result: 0 (the proteins do not interact).